From a dataset of Full USPTO retrosynthesis dataset with 1.9M reactions from patents (1976-2016). Predict the reactants needed to synthesize the given product. (1) Given the product [NH2:1][C:2]1[CH:3]=[CH:4][C:5]([CH2:6][C@@H:7]([CH2:23][C:24]([N:26]2[CH2:27][CH2:28][CH:29]([N:32]3[CH2:38][CH2:37][C:36]4[CH:39]=[CH:40][CH:41]=[CH:42][C:35]=4[NH:34][C:33]3=[O:43])[CH2:30][CH2:31]2)=[O:25])[C:8]([N:10]2[CH2:15][CH2:14][CH:13]([N:16]3[CH2:17][CH2:18][N:19]([CH3:22])[CH2:20][CH2:21]3)[CH2:12][CH2:11]2)=[O:9])=[CH:44][C:45]=1[C:46]([F:49])([F:48])[F:47], predict the reactants needed to synthesize it. The reactants are: [NH2:1][C:2]1[C:45]([C:46]([F:49])([F:48])[F:47])=[CH:44][C:5]([CH2:6][C@@H:7]([CH2:23][C:24]([N:26]2[CH2:31][CH2:30][CH:29]([N:32]3[CH2:38][CH2:37][C:36]4[CH:39]=[CH:40][CH:41]=[CH:42][C:35]=4[NH:34][C:33]3=[O:43])[CH2:28][CH2:27]2)=[O:25])[C:8]([N:10]2[CH2:15][CH2:14][CH:13]([N:16]3[CH2:21][CH2:20][N:19]([CH3:22])[CH2:18][CH2:17]3)[CH2:12][CH2:11]2)=[O:9])=[CH:4][C:3]=1Br. (2) Given the product [F:4][C:5]1[C:6]([C:18](=[O:19])[CH3:20])=[N:7][CH:8]=[C:9]([F:11])[CH:10]=1, predict the reactants needed to synthesize it. The reactants are: C[Mg]Br.[F:4][C:5]1[C:6](C#N)=[N:7][CH:8]=[C:9]([F:11])[CH:10]=1.Cl.CCO[C:18]([CH3:20])=[O:19]. (3) Given the product [CH3:1][C:2]1[S:6][C:5]2[NH:7][C:8]3[CH:9]=[CH:10][CH:11]=[CH:12][C:13]=3[N:14]=[C:15]([N:16]3[CH2:17][CH2:18][N:19]([CH3:22])[CH2:20][CH2:21]3)[C:4]=2[CH:3]=1.[S:24]([O-:27])(=[O:26])(=[O:25])[CH3:23], predict the reactants needed to synthesize it. The reactants are: [CH3:1][C:2]1[S:6][C:5]2[NH:7][C:8]3[CH:9]=[CH:10][CH:11]=[CH:12][C:13]=3[N:14]=[C:15]([N:16]3[CH2:21][CH2:20][N:19]([CH3:22])[CH2:18][CH2:17]3)[C:4]=2[CH:3]=1.[CH3:23][S:24]([OH:27])(=[O:26])=[O:25]. (4) Given the product [C:26]([NH:19][C:18]1[CH:17]=[CH:16][S:15][C:14]=1[C:9]1[N:10]([CH3:13])[C:11](=[O:12])[C:6]([OH:5])=[C:7]([C:20]([OH:22])=[O:21])[N:8]=1)(=[O:28])[CH3:27], predict the reactants needed to synthesize it. The reactants are: CC(C)(C)C([O:5][C:6]1[C:11](=[O:12])[N:10]([CH3:13])[C:9]([C:14]2[S:15][CH:16]=[CH:17][C:18]=2[NH2:19])=[N:8][C:7]=1[C:20]([O:22]C)=[O:21])=O.[C:26](OC(=O)C)(=[O:28])[CH3:27].